This data is from NCI-60 drug combinations with 297,098 pairs across 59 cell lines. The task is: Regression. Given two drug SMILES strings and cell line genomic features, predict the synergy score measuring deviation from expected non-interaction effect. (1) Drug 1: C1CC(=O)NC(=O)C1N2CC3=C(C2=O)C=CC=C3N. Drug 2: C1CCC(C(C1)N)N.C(=O)(C(=O)[O-])[O-].[Pt+4]. Cell line: SW-620. Synergy scores: CSS=38.0, Synergy_ZIP=-9.97, Synergy_Bliss=-11.6, Synergy_Loewe=-61.7, Synergy_HSA=-7.40. (2) Drug 1: CC12CCC3C(C1CCC2=O)CC(=C)C4=CC(=O)C=CC34C. Drug 2: C1=CC=C(C=C1)NC(=O)CCCCCCC(=O)NO. Cell line: SNB-75. Synergy scores: CSS=30.7, Synergy_ZIP=-9.86, Synergy_Bliss=0.185, Synergy_Loewe=-12.6, Synergy_HSA=2.82. (3) Drug 1: CC1C(C(CC(O1)OC2CC(CC3=C2C(=C4C(=C3O)C(=O)C5=C(C4=O)C(=CC=C5)OC)O)(C(=O)CO)O)N)O.Cl. Drug 2: CC1C(C(CC(O1)OC2CC(CC3=C2C(=C4C(=C3O)C(=O)C5=C(C4=O)C(=CC=C5)OC)O)(C(=O)CO)O)N)O.Cl. Cell line: MDA-MB-435. Synergy scores: CSS=46.5, Synergy_ZIP=-2.65, Synergy_Bliss=2.26, Synergy_Loewe=1.42, Synergy_HSA=3.86.